Dataset: Reaction yield outcomes from USPTO patents with 853,638 reactions. Task: Predict the reaction yield, written as a fraction of the theoretical maximum amount of product (1.0 means a 100% yield; for example, 0.34 means a 34% yield). (1) The reactants are [Cl:1][C:2]1[CH:9]=[CH:8][C:5]([CH2:6][OH:7])=[CH:4][C:3]=1[O:10][CH2:11][CH3:12]. The catalyst is ClCCl.O=[Mn]=O. The product is [Cl:1][C:2]1[CH:9]=[CH:8][C:5]([CH:6]=[O:7])=[CH:4][C:3]=1[O:10][CH2:11][CH3:12]. The yield is 0.520. (2) The reactants are [CH2:1]([C:4]1[S:28][C:7]2[N:8]=[C:9]([C:25]([OH:27])=O)[N:10]=[C:11]([N:12]3[CH2:17][CH2:16][N:15]4[C:18]([C:21]([F:24])([F:23])[F:22])=[N:19][N:20]=[C:14]4[CH2:13]3)[C:6]=2[CH:5]=1)[CH2:2][CH3:3].[CH3:29][N:30]1[CH2:35][CH2:34][NH:33][CH2:32][CH2:31]1.CN(C(ON1N=NC2C=CC=NC1=2)=[N+](C)C)C.F[P-](F)(F)(F)(F)F.C(N(CC)CC)C. The catalyst is CN(C)C=O. The product is [CH3:29][N:30]1[CH2:35][CH2:34][N:33]([C:25]([C:9]2[N:10]=[C:11]([N:12]3[CH2:17][CH2:16][N:15]4[C:18]([C:21]([F:22])([F:23])[F:24])=[N:19][N:20]=[C:14]4[CH2:13]3)[C:6]3[CH:5]=[C:4]([CH2:1][CH2:2][CH3:3])[S:28][C:7]=3[N:8]=2)=[O:27])[CH2:32][CH2:31]1. The yield is 0.170. (3) The reactants are [Cl:1][C:2]1[CH:10]=[C:9]2[C:5](/[C:6](=[CH:12]/[CH:13]3[CH2:18][CH2:17][CH2:16][CH2:15][CH2:14]3)/[C:7](=[O:11])[NH:8]2)=[CH:4][CH:3]=1.Cl[C:20]([O:22][CH2:23][CH3:24])=[O:21].C(N(CC)CC)C. The catalyst is ClCCl. The product is [CH2:23]([O:22][C:20]([N:8]1[C:9]2[C:5](=[CH:4][CH:3]=[C:2]([Cl:1])[CH:10]=2)/[C:6](=[CH:12]/[CH:13]2[CH2:14][CH2:15][CH2:16][CH2:17][CH2:18]2)/[C:7]1=[O:11])=[O:21])[CH3:24]. The yield is 0.950. (4) The reactants are F[C:2]1[CH:7]=[CH:6][C:5]([CH3:8])=[CH:4][C:3]=1[N+:9]([O-:11])=[O:10].[C:12]([N:19]1[CH2:24][CH2:23][NH:22][CH2:21][CH2:20]1)([O:14][C:15]([CH3:18])([CH3:17])[CH3:16])=[O:13]. No catalyst specified. The product is [CH3:8][C:5]1[CH:6]=[CH:7][C:2]([N:22]2[CH2:21][CH2:20][N:19]([C:12]([O:14][C:15]([CH3:18])([CH3:17])[CH3:16])=[O:13])[CH2:24][CH2:23]2)=[C:3]([N+:9]([O-:11])=[O:10])[CH:4]=1. The yield is 0.900. (5) The reactants are FC(F)(F)C(O)=O.[CH:8]1([S:13][C:14]2[N:18]([C:19]3[CH:24]=[CH:23][C:22]([C:25]([O:27][CH3:28])=[O:26])=[CH:21][CH:20]=3)[N:17]=[CH:16][C:15]=2[C:29]([O:31]C(C)(C)C)=[O:30])[CH2:12][CH2:11][CH2:10][CH2:9]1. The yield is 0.990. The catalyst is C(Cl)Cl. The product is [CH:8]1([S:13][C:14]2[N:18]([C:19]3[CH:24]=[CH:23][C:22]([C:25]([O:27][CH3:28])=[O:26])=[CH:21][CH:20]=3)[N:17]=[CH:16][C:15]=2[C:29]([OH:31])=[O:30])[CH2:9][CH2:10][CH2:11][CH2:12]1.